From a dataset of Reaction yield outcomes from USPTO patents with 853,638 reactions. Predict the reaction yield, written as a fraction of the theoretical maximum amount of product (1.0 means a 100% yield; for example, 0.34 means a 34% yield). (1) The reactants are C([NH:8][C@@H:9]1[C@@H:18]([OH:19])[CH2:17][CH2:16][C:11]2([O:15][CH2:14][CH2:13][O:12]2)[CH2:10]1)C1C=CC=CC=1. The catalyst is CO.[Pd]. The product is [NH2:8][CH:9]1[CH:18]([OH:19])[CH2:17][CH2:16][C:11]2([O:12][CH2:13][CH2:14][O:15]2)[CH2:10]1. The yield is 0.980. (2) The reactants are [Br:1][C:2]1[CH:7]=[CH:6][C:5]([F:8])=[CH:4][C:3]=1[F:9].OS(O)(=O)=O.[N+:15]([O-])([OH:17])=[O:16]. No catalyst specified. The product is [Br:1][C:2]1[CH:7]=[C:6]([N+:15]([O-:17])=[O:16])[C:5]([F:8])=[CH:4][C:3]=1[F:9]. The yield is 0.950. (3) The reactants are Br.Br[CH2:3][C:4]([C:6]1[CH:11]=[CH:10][CH:9]=[CH:8][N:7]=1)=O.[CH3:12][C:13]1[CH:14]=[C:15]([NH:19][C:20]([NH2:22])=[S:21])[CH:16]=[CH:17][CH:18]=1.N. The catalyst is CCO.O. The product is [CH3:12][C:13]1[CH:14]=[C:15]([NH:19][C:20]2[S:21][CH:3]=[C:4]([C:6]3[CH:11]=[CH:10][CH:9]=[CH:8][N:7]=3)[N:22]=2)[CH:16]=[CH:17][CH:18]=1. The yield is 0.810. (4) The reactants are [CH3:1][C:2]1([CH3:18])[C:6]([CH3:8])([CH3:7])[O:5][B:4]([C:9]2[CH:17]=[CH:16][C:12]3[N:13]=[CH:14]S[C:11]=3[CH:10]=2)[O:3]1.BrC1C=C2C(N=C[C:26]([N:30]3[CH:34]=[CH:33][N:32]=[CH:31]3)=[N:27]2)=CC=1. No catalyst specified. The product is [N:30]1([C:26]2[CH:14]=[N:13][C:12]3[C:11](=[CH:10][C:9]([B:4]4[O:3][C:2]([CH3:18])([CH3:1])[C:6]([CH3:8])([CH3:7])[O:5]4)=[CH:17][CH:16]=3)[N:27]=2)[CH:34]=[CH:33][N:32]=[CH:31]1. The yield is 0.940.